Dataset: Reaction yield outcomes from USPTO patents with 853,638 reactions. Task: Predict the reaction yield, written as a fraction of the theoretical maximum amount of product (1.0 means a 100% yield; for example, 0.34 means a 34% yield). (1) The product is [Br:1][C:2]1[N:7]=[C:6]([C:8]([OH:14])=[O:19])[C:5]([OH:10])=[C:4]([O:11][CH2:12][CH3:13])[CH:3]=1. The yield is 0.940. The reactants are [Br:1][C:2]1[N:7]=[C:6]([C:8]#N)[C:5]([OH:10])=[C:4]([O:11][CH2:12][CH3:13])[CH:3]=1.[OH:14]S(O)(=O)=O.[OH-:19].[Na+]. No catalyst specified. (2) The reactants are [CH3:1][N:2]1[CH:6]=[CH:5][CH:4]=[N:3]1.CN(C)CCN(C)C.C([Li])CCC.[C:20]1(=[O:26])[CH2:25][CH2:24][CH2:23][CH2:22][CH2:21]1. The catalyst is C1COCC1.O. The product is [CH3:1][N:2]1[C:6]([C:20]2([OH:26])[CH2:25][CH2:24][CH2:23][CH2:22][CH2:21]2)=[CH:5][CH:4]=[N:3]1. The yield is 0.860. (3) The reactants are [NH2:1][C:2]1[CH:10]=[CH:9][CH:8]=[C:4]([C:5]([OH:7])=O)[C:3]=1[C:11]([OH:13])=[O:12].[C:14](OC(=O)C)(=[O:16])[CH3:15]. No catalyst specified. The product is [C:14]([NH:1][C:2]1[CH:10]=[CH:9][CH:8]=[C:4]2[C:5]([O:13][C:11](=[O:12])[C:3]=12)=[O:7])(=[O:16])[CH3:15]. The yield is 0.610. (4) The reactants are [CH3:1][NH:2][C:3](=[N:6][C:7]1[CH:12]=[C:11]([OH:13])[CH:10]=[C:9]([C:14]([OH:16])=[O:15])[CH:8]=1)SC.[NH2:17][CH2:18][CH:19]([OH:22])CN.N#N.Cl. The catalyst is O. The product is [OH:13][C:11]1[CH:10]=[C:9]([CH:8]=[C:7]([NH:6][C:3]2[NH:2][CH2:1][CH:19]([OH:22])[CH2:18][N:17]=2)[CH:12]=1)[C:14]([OH:16])=[O:15]. The yield is 0.690. (5) The reactants are C(S([C:11]1[C:12]2[CH:19]=[CH:18][N:17]([C@H:20]3[CH2:36][C@@H:23]4[O:24][CH:25]([C:28]5[CH:33]=[CH:32][C:31]([O:34][CH3:35])=[CH:30][CH:29]=5)[O:26][CH2:27][C@@H:22]4[CH2:21]3)[C:13]=2[N:14]=[CH:15][N:16]=1)(=O)=O)C1C=CC=CC=1.[NH2:37][C@H:38]1[C:46]2[C:41](=[CH:42][CH:43]=[CH:44][CH:45]=2)[CH2:40][CH2:39]1.CCN(C(C)C)C(C)C. The catalyst is C(O)C. The product is [C@H:38]1([NH:37][C:11]2[C:12]3[CH:19]=[CH:18][N:17]([C@H:20]4[CH2:36][C@@H:23]5[O:24][CH:25]([C:28]6[CH:33]=[CH:32][C:31]([O:34][CH3:35])=[CH:30][CH:29]=6)[O:26][CH2:27][C@@H:22]5[CH2:21]4)[C:13]=3[N:14]=[CH:15][N:16]=2)[C:46]2[C:41](=[CH:42][CH:43]=[CH:44][CH:45]=2)[CH2:40][CH2:39]1. The yield is 0.730.